This data is from Catalyst prediction with 721,799 reactions and 888 catalyst types from USPTO. The task is: Predict which catalyst facilitates the given reaction. (1) Reactant: [C:1]([O:5][C:6]([NH:8][C@@H:9]1[CH2:13][CH2:12][C@@H:11]([C:14]([OH:16])=O)[CH2:10]1)=[O:7])([CH3:4])([CH3:3])[CH3:2].[NH:17]([C:19]1[N:20]=[C:21]2[CH:27]=[CH:26][N:25]([S:28]([C:31]3[CH:37]=[CH:36][C:34]([CH3:35])=[CH:33][CH:32]=3)(=[O:30])=[O:29])[C:22]2=[N:23][CH:24]=1)[NH2:18].CN(C(ON1N=NC2C=CC=NC1=2)=[N+](C)C)C.F[P-](F)(F)(F)(F)F. Product: [S:28]([N:25]1[C:22]2=[N:23][CH:24]=[C:19]([NH:17][NH:18][C:14]([C@@H:11]3[CH2:12][CH2:13][C@@H:9]([NH:8][C:6](=[O:7])[O:5][C:1]([CH3:2])([CH3:3])[CH3:4])[CH2:10]3)=[O:16])[N:20]=[C:21]2[CH:27]=[CH:26]1)([C:31]1[CH:32]=[CH:33][C:34]([CH3:35])=[CH:36][CH:37]=1)(=[O:29])=[O:30]. The catalyst class is: 2. (2) The catalyst class is: 3. Product: [CH3:17][N:18]([CH3:20])[CH:19]=[N:12][S:9]([C:7]1[S:8][C:4]2[CH:3]=[C:2]([O:1][CH2:27][C:26]#[CH:25])[CH:14]=[CH:13][C:5]=2[N:6]=1)(=[O:11])=[O:10]. Reactant: [OH:1][C:2]1[CH:14]=[CH:13][C:5]2[N:6]=[C:7]([S:9]([NH2:12])(=[O:11])=[O:10])[S:8][C:4]=2[CH:3]=1.CO[CH:17](OC)[N:18]([CH3:20])[CH3:19].[H-].[Na+].[CH2:25](Br)[C:26]#[CH:27].